The task is: Predict the product of the given reaction.. This data is from Forward reaction prediction with 1.9M reactions from USPTO patents (1976-2016). Given the reactants C(OC(=O)[CH:7]([Cl:19])[C:8]1[CH:13]=[C:12]([O:14][CH3:15])[C:11]([N+:16]([O-:18])=[O:17])=[CH:10][N:9]=1)(C)(C)C, predict the reaction product. The product is: [Cl:19][CH2:7][C:8]1[CH:13]=[C:12]([O:14][CH3:15])[C:11]([N+:16]([O-:18])=[O:17])=[CH:10][N:9]=1.